This data is from Catalyst prediction with 721,799 reactions and 888 catalyst types from USPTO. The task is: Predict which catalyst facilitates the given reaction. (1) Reactant: [OH:1][CH:2]1[CH2:11][C:10]2[C:9]([NH:12][C:13](=[O:21])[C:14]3[CH:19]=[CH:18][C:17](I)=[CH:16][CH:15]=3)=[CH:8][CH:7]=[CH:6][C:5]=2[CH2:4][CH2:3]1.CN(C=O)C.[F:27][C:28]1[CH:29]=[C:30](B(O)O)[CH:31]=[CH:32][C:33]=1[F:34].C(=O)([O-])[O-].[Na+].[Na+]. Product: [F:27][C:28]1[CH:29]=[C:30]([C:17]2[CH:18]=[CH:19][C:14]([C:13]([NH:12][C:9]3[C:10]4[CH2:11][CH:2]([OH:1])[CH2:3][CH2:4][C:5]=4[CH:6]=[CH:7][CH:8]=3)=[O:21])=[CH:15][CH:16]=2)[CH:31]=[CH:32][C:33]=1[F:34]. The catalyst class is: 103. (2) Reactant: [F:1][C:2]1[CH:3]=[C:4](B(O)O)[CH:5]=[C:6]([F:8])[CH:7]=1.P([O-])([O-])([O-])=O.[K+].[K+].[K+].C1(P(C2CCCCC2)C2C=CC=CC=2C2C(OC)=CC=CC=2OC)CCCCC1.Br[C:50]1[C:51]2[CH:67]=[CH:66][CH:65]=[CH:64][C:52]=2[S:53][C:54]=1[CH:55]([NH:57][S:58]([C:60]([CH3:63])([CH3:62])[CH3:61])=[O:59])[CH3:56]. Product: [F:1][C:2]1[CH:3]=[C:4]([C:50]2[C:51]3[CH:67]=[CH:66][CH:65]=[CH:64][C:52]=3[S:53][C:54]=2[CH:55]([NH:57][S:58]([C:60]([CH3:62])([CH3:63])[CH3:61])=[O:59])[CH3:56])[CH:5]=[C:6]([F:8])[CH:7]=1. The catalyst class is: 164.